The task is: Predict the reaction yield, written as a fraction of the theoretical maximum amount of product (1.0 means a 100% yield; for example, 0.34 means a 34% yield).. This data is from Reaction yield outcomes from USPTO patents with 853,638 reactions. (1) The reactants are [CH:1]1([CH:7]([NH:27][C:28]2[CH:33]=[CH:32][C:31]([C:34]([NH:36][CH2:37][CH2:38][C:39]([O:41]CC)=[O:40])=[O:35])=[CH:30][CH:29]=2)[C:8]2[O:9][C:10]3[CH:17]=[CH:16][C:15]([O:18][CH2:19][C:20]4[CH:25]=[CH:24][N:23]=[C:22]([F:26])[CH:21]=4)=[CH:14][C:11]=3[C:12]=2[CH3:13])[CH2:6][CH2:5][CH2:4][CH2:3][CH2:2]1.[OH-].[Na+]. The catalyst is C(O)C. The product is [CH:1]1([CH:7]([NH:27][C:28]2[CH:33]=[CH:32][C:31]([C:34]([NH:36][CH2:37][CH2:38][C:39]([OH:41])=[O:40])=[O:35])=[CH:30][CH:29]=2)[C:8]2[O:9][C:10]3[CH:17]=[CH:16][C:15]([O:18][CH2:19][C:20]4[CH:25]=[CH:24][N:23]=[C:22]([F:26])[CH:21]=4)=[CH:14][C:11]=3[C:12]=2[CH3:13])[CH2:6][CH2:5][CH2:4][CH2:3][CH2:2]1. The yield is 0.750. (2) The reactants are C(Cl)(=O)C(Cl)=O.CS(C)=O.[CH3:11][Si:12]([CH3:27])([CH3:26])[CH2:13][CH2:14][S:15]([N:18]1[CH2:23][CH2:22][CH2:21][CH:20]([CH2:24][OH:25])[CH2:19]1)(=[O:17])=[O:16].C(N(CC)CC)C. The catalyst is C(Cl)Cl. The product is [CH3:11][Si:12]([CH3:27])([CH3:26])[CH2:13][CH2:14][S:15]([N:18]1[CH2:23][CH2:22][CH2:21][CH:20]([CH:24]=[O:25])[CH2:19]1)(=[O:17])=[O:16]. The yield is 0.730. (3) The catalyst is C1COCC1.CCCCCC. The yield is 0.860. The product is [Br:18][C:5]1[S:1][C:2]([NH:6][C:7]2[CH:8]=[C:9]([NH:13][S:14]([CH3:17])(=[O:16])=[O:15])[CH:10]=[CH:11][CH:12]=2)=[N:3][CH:4]=1. The reactants are [S:1]1[CH:5]=[CH:4][N:3]=[C:2]1[NH:6][C:7]1[CH:8]=[C:9]([NH:13][S:14]([CH3:17])(=[O:16])=[O:15])[CH:10]=[CH:11][CH:12]=1.[Br:18]N1C(=O)CCC1=O. (4) The reactants are [C:1](#[N:12])[CH2:2][CH2:3]/[CH:4]=[CH:5]\[CH2:6][CH2:7]/[CH:8]=[CH:9]\[CH2:10][CH3:11].C1(C)C=CC(S(O)=O)=CC=1. The catalyst is CCCCCCC. The product is [C:1](#[N:12])[CH2:2][CH2:3][CH:4]=[CH:5][CH2:6][CH2:7][CH:8]=[CH:9][CH2:10][CH3:11]. The yield is 0.833. (5) The reactants are [CH2:1]([O:8][C:9](=[O:17])[N:10]([CH2:14][CH:15]=O)[CH2:11][CH:12]=O)[C:2]1[CH:7]=[CH:6][CH:5]=[CH:4][CH:3]=1.Cl.[CH3:19][C:20]([NH2:24])([CH3:23])[CH2:21][F:22].ClC(Cl)C.C(O[BH-](OC(=O)C)OC(=O)C)(=O)C.[Na+]. The catalyst is C(=O)([O-])O.[Na+]. The product is [CH2:1]([O:8][C:9]([N:10]1[CH2:14][CH2:15][N:24]([C:20]([CH3:23])([CH3:19])[CH2:21][F:22])[CH2:12][CH2:11]1)=[O:17])[C:2]1[CH:7]=[CH:6][CH:5]=[CH:4][CH:3]=1. The yield is 0.290. (6) The reactants are [CH3:1][O:2][CH2:3][C:4]1[N:9]=[CH:8][C:7]([O:10][C:11]2[CH:17]=[CH:16][C:14]([NH2:15])=[C:13]([O:18][CH:19]3[CH2:24][CH2:23][O:22][CH2:21][CH2:20]3)[CH:12]=2)=[CH:6][CH:5]=1.[N:25]([O-])=O.[Na+].[CH3:29][CH:30](C(C)=O)[C:31]([O:33][CH2:34][CH3:35])=[O:32].[OH-].[K+]. The catalyst is Cl.C(#N)C.O.C(O)C.CCCCCC.C(OCC)(=O)C. The product is [CH3:1][O:2][CH2:3][C:4]1[N:9]=[CH:8][C:7]([O:10][C:11]2[CH:17]=[CH:16][C:14]([NH:15]/[N:25]=[C:30](\[CH3:29])/[C:31]([O:33][CH2:34][CH3:35])=[O:32])=[C:13]([O:18][CH:19]3[CH2:24][CH2:23][O:22][CH2:21][CH2:20]3)[CH:12]=2)=[CH:6][CH:5]=1. The yield is 0.830. (7) The reactants are [C:1]([N:6]1[CH2:11][CH2:10][N:9]([C:12]([C:14]2[CH:15]=[C:16]([CH:20]3[C:29](=O)[C:28]4[C:27]([C:31](OC)=[O:32])=[CH:26][CH:25]=[CH:24][C:23]=4[NH:22][CH:21]3[C:35]3[CH:40]=[CH:39][CH:38]=[CH:37][CH:36]=3)[CH:17]=[CH:18][CH:19]=2)=[O:13])[CH2:8][CH2:7]1)(=O)[CH:2]([CH3:4])[CH3:3].[OH2:41].[NH2:42][NH2:43]. The catalyst is CO. The product is [C:1]([N:6]1[CH2:7][CH2:8][N:9]([C:12]([C:14]2[CH:15]=[C:16]([CH:20]3[C:29]4=[N:42][NH:43][C:31](=[O:32])[C:27]5[CH:26]=[CH:25][CH:24]=[C:23]([C:28]=54)[NH:22][CH:21]3[C:35]3[CH:40]=[CH:39][CH:38]=[CH:37][CH:36]=3)[CH:17]=[CH:18][CH:19]=2)=[O:13])[CH2:10][CH2:11]1)(=[O:41])[CH:2]([CH3:4])[CH3:3]. The yield is 0.110.